This data is from Reaction yield outcomes from USPTO patents with 853,638 reactions. The task is: Predict the reaction yield, written as a fraction of the theoretical maximum amount of product (1.0 means a 100% yield; for example, 0.34 means a 34% yield). The reactants are CC1(C)C(C)(C)OB([C:9]2[CH:14]=[CH:13][C:12]([C:15]3[NH:19][C:18]([C@@H:20]4[CH2:24][CH2:23][CH2:22][N:21]4[C:25]([O:27][C:28]([CH3:31])([CH3:30])[CH3:29])=[O:26])=[N:17][CH:16]=3)=[CH:11][CH:10]=2)O1.Cl[C:34]1[N:39]=[CH:38][C:37]([C:40]2[N:44]([CH2:45][O:46][CH2:47][CH2:48][Si:49]([CH3:52])([CH3:51])[CH3:50])[C:43]([C@@H:53]3[CH2:57][CH2:56][CH2:55][N:54]3[C:58]([O:60][C:61]([CH3:64])([CH3:63])[CH3:62])=[O:59])=[N:42][CH:41]=2)=[CH:36][N:35]=1.C([O-])(O)=O.[Na+].COCCOC. The catalyst is C(OCC)(=O)C.[Pd].O. The product is [C:61]([O:60][C:58]([N:54]1[CH2:55][CH2:56][CH2:57][C@H:53]1[C:43]1[N:44]([CH2:45][O:46][CH2:47][CH2:48][Si:49]([CH3:52])([CH3:51])[CH3:50])[C:40]([C:37]2[CH:36]=[N:35][C:34]([C:9]3[CH:10]=[CH:11][C:12]([C:15]4[NH:19][C:18]([C@@H:20]5[CH2:24][CH2:23][CH2:22][N:21]5[C:25]([O:27][C:28]([CH3:31])([CH3:30])[CH3:29])=[O:26])=[N:17][CH:16]=4)=[CH:13][CH:14]=3)=[N:39][CH:38]=2)=[CH:41][N:42]=1)=[O:59])([CH3:64])([CH3:63])[CH3:62]. The yield is 0.980.